Dataset: Forward reaction prediction with 1.9M reactions from USPTO patents (1976-2016). Task: Predict the product of the given reaction. (1) Given the reactants [Cl:1][C:2]1[CH:7]=[CH:6][CH:5]=[C:4]([Cl:8])[C:3]=1[N:9]=[C:10]=S.[CH2:12]([O:14][C:15](=[O:32])[C:16]([C:21]1[CH:26]=[CH:25][C:24]([NH2:27])=[C:23]([NH:28][CH3:29])[C:22]=1[C:30]#[N:31])([CH3:20])[C:17](=[O:19])[CH3:18])[CH3:13], predict the reaction product. The product is: [CH2:12]([O:14][C:15](=[O:32])[C:16]([C:21]1[CH:26]=[CH:25][C:24]2[N:27]=[C:10]([NH:9][C:3]3[C:2]([Cl:1])=[CH:7][CH:6]=[CH:5][C:4]=3[Cl:8])[N:28]([CH3:29])[C:23]=2[C:22]=1[C:30]#[N:31])([CH3:20])[C:17](=[O:19])[CH3:18])[CH3:13]. (2) Given the reactants [OH-].[Na+].C[O:4][N:5]=[CH:6][C:7]([CH3:11])=[CH:8][CH:9]=O.[Cl-].[NH4+].[CH3:14][C:15]([CH3:17])=[O:16], predict the reaction product. The product is: [CH3:11][C:7](=[CH:8][CH:9]=[CH:14][C:15](=[O:16])[CH3:17])[CH:6]=[N:5][OH:4]. (3) Given the reactants [Cl:1][C:2]1[CH:7]=[CH:6][C:5]([CH:8](O)[C:9]2[C:10]([CH3:27])=[N:11][N:12]([C:19]3[CH:24]=[CH:23][N:22]=[C:21]([O:25][CH3:26])[N:20]=3)[C:13]=2[C:14]([O:16][CH2:17][CH3:18])=[O:15])=[CH:4][CH:3]=1.[NH2:29][C:30]1[CH:31]=[C:32]([CH3:38])[C:33](=[O:37])[N:34]([CH3:36])[CH:35]=1, predict the reaction product. The product is: [Cl:1][C:2]1[CH:7]=[CH:6][C:5]([CH:8]([NH:29][C:30]2[CH:31]=[C:32]([CH3:38])[C:33](=[O:37])[N:34]([CH3:36])[CH:35]=2)[C:9]2[C:10]([CH3:27])=[N:11][N:12]([C:19]3[CH:24]=[CH:23][N:22]=[C:21]([O:25][CH3:26])[N:20]=3)[C:13]=2[C:14]([O:16][CH2:17][CH3:18])=[O:15])=[CH:4][CH:3]=1. (4) Given the reactants [CH3:1][O:2][C:3]1[N:4]=[CH:5][CH:6]=[C:7]2[C:11]([C:12]3[CH:17]=[C:16]([N+:18]([O-])=O)[CH:15]=[CH:14][C:13]=3[O:21][C@H:22]3[CH2:27][CH2:26][C@H:25]([O:28][CH3:29])[CH2:24][CH2:23]3)=[CH:10][N:9]([CH3:30])[C:8]=12, predict the reaction product. The product is: [CH3:1][O:2][C:3]1[N:4]=[CH:5][CH:6]=[C:7]2[C:11]([C:12]3[CH:17]=[C:16]([CH:15]=[CH:14][C:13]=3[O:21][C@H:22]3[CH2:27][CH2:26][C@H:25]([O:28][CH3:29])[CH2:24][CH2:23]3)[NH2:18])=[CH:10][N:9]([CH3:30])[C:8]=12. (5) Given the reactants Cl.C[O:3][C:4](=[O:39])[C:5]1[CH:10]=[CH:9][C:8]([CH2:11][O:12][C:13]2[CH:18]=[CH:17][C:16]([CH2:19][C@H:20]([NH2:38])[C:21]3[N:22]([CH2:34][CH2:35][CH2:36][CH3:37])[CH:23]=[C:24]([C:26]4[CH:31]=[CH:30][C:29]([Cl:32])=[CH:28][C:27]=4[Cl:33])[N:25]=3)=[CH:15][CH:14]=2)=[CH:7][CH:6]=1.[NH:40]1[C:48]2[C:43](=[CH:44][CH:45]=[CH:46][CH:47]=2)[C:42](CCCC(O)=O)=[CH:41]1, predict the reaction product. The product is: [CH2:34]([N:22]1[CH:23]=[C:24]([C:26]2[CH:31]=[CH:30][C:29]([Cl:32])=[CH:28][C:27]=2[Cl:33])[N:25]=[C:21]1[C@@H:20]([NH:38][C:4](=[O:3])[CH2:5][CH2:6][CH2:7][C:41]1[NH:40][C:48]2[C:43]([CH:42]=1)=[CH:44][CH:45]=[CH:46][CH:47]=2)[CH2:19][C:16]1[CH:17]=[CH:18][C:13]([O:12][CH2:11][C:8]2[CH:9]=[CH:10][C:5]([C:4]([OH:3])=[O:39])=[CH:6][CH:7]=2)=[CH:14][CH:15]=1)[CH2:35][CH2:36][CH3:37]. (6) The product is: [Cl:1][C:2]1[N:7]=[C:6]([C:8]2[S:38][C:36]([CH:35]([CH3:39])[CH3:34])=[N:37][C:9]=2[C:11]2[C:12]([O:24][CH3:25])=[C:13]([NH:17][C:18](=[O:23])[O:19][CH2:20][CH:21]=[CH2:22])[CH:14]=[CH:15][CH:16]=2)[CH:5]=[CH:4][N:3]=1. Given the reactants [Cl:1][C:2]1[N:7]=[C:6]([CH2:8][C:9]([C:11]2[C:12]([O:24][CH3:25])=[C:13]([NH:17][C:18](=[O:23])[O:19][CH2:20][CH:21]=[CH2:22])[CH:14]=[CH:15][CH:16]=2)=O)[CH:5]=[CH:4][N:3]=1.C1C(=O)N(Br)C(=O)C1.[CH3:34][CH:35]([CH3:39])[C:36](=[S:38])[NH2:37], predict the reaction product. (7) The product is: [CH3:15][C:6]1[NH:7][CH:8]=[C:4]([CH2:3][CH2:2][OH:1])[N:5]=1. Given the reactants [OH:1][CH2:2][CH2:3][C:4]1[N:5]=[C:6]([CH3:15])[N:7](S(N(C)C)(=O)=O)[CH:8]=1.Cl, predict the reaction product.